Dataset: Catalyst prediction with 721,799 reactions and 888 catalyst types from USPTO. Task: Predict which catalyst facilitates the given reaction. (1) Reactant: [SH:1][CH2:2][C:3]1([CH2:6][C:7]([O:9]C)=[O:8])[CH2:5][CH2:4]1.[OH-].[Na+:12]. Product: [C:7]([O-:9])(=[O:8])[CH3:6].[SH:1][CH2:2][CH:3]1[CH2:5][CH2:4]1.[Na+:12]. The catalyst class is: 5. (2) Reactant: [F:1][C:2]1[CH:3]=[C:4]2[C:8](=[CH:9][CH:10]=1)[NH:7][CH:6]=[C:5]2[CH2:11][CH2:12][CH2:13]O.BrCCCC1C2C(=CC=C(F)C=2)[NH:21][CH:20]=1.[C-]#N.[Na+]. Product: [F:1][C:2]1[CH:3]=[C:4]2[C:8](=[CH:9][CH:10]=1)[NH:7][CH:6]=[C:5]2[CH2:11][CH2:12][CH2:13][N+:21]#[C-:20]. The catalyst class is: 9. (3) Reactant: [C:1]1([C:7]2[C:16]([OH:17])=[CH:15][C:14]3[C:9](=[N:10][CH:11]=[CH:12][CH:13]=3)[N:8]=2)[CH:6]=[CH:5][CH:4]=[CH:3][CH:2]=1.Cl[C:19]1[C:28]2[C:23](=[CH:24][C:25]([O:31][CH3:32])=[C:26]([O:29][CH3:30])[CH:27]=2)[N:22]=[CH:21][CH:20]=1.O. Product: [CH3:30][O:29][C:26]1[CH:27]=[C:28]2[C:23](=[CH:24][C:25]=1[O:31][CH3:32])[N:22]=[CH:21][CH:20]=[C:19]2[O:17][C:16]1[C:7]([C:1]2[CH:2]=[CH:3][CH:4]=[CH:5][CH:6]=2)=[N:8][C:9]2[C:14]([CH:15]=1)=[CH:13][CH:12]=[CH:11][N:10]=2. The catalyst class is: 420. (4) The catalyst class is: 178. Reactant: [CH:1]([NH:4][C@H:5]1[CH2:10][N:9](CC2C=CC(OC)=CC=2)[C@@H:8]([CH2:20][C:21]([O:23][CH2:24][CH3:25])=[O:22])[CH2:7][CH2:6]1)([CH3:3])[CH3:2].[CH3:38][C:37]([O:36][C:34](O[C:34]([O:36][C:37]([CH3:40])([CH3:39])[CH3:38])=[O:35])=[O:35])([CH3:40])[CH3:39]. Product: [CH2:24]([O:23][C:21](=[O:22])[CH2:20][C@H:8]1[CH2:7][CH2:6][C@@H:5]([NH:4][CH:1]([CH3:3])[CH3:2])[CH2:10][N:9]1[C:34]([O:36][C:37]([CH3:38])([CH3:39])[CH3:40])=[O:35])[CH3:25]. (5) Reactant: [CH2:1](OCC)C.[OH-].[K+].CN(N=O)/C(/N)=N/[N+]([O-])=O.[O:18]=[C:19]([CH3:27])[CH2:20][CH2:21][CH2:22][CH2:23][C:24]([OH:26])=[O:25]. Product: [CH3:1][O:25][C:24](=[O:26])[CH2:23][CH2:22][CH2:21][CH2:20][C:19](=[O:18])[CH3:27]. The catalyst class is: 2. (6) Reactant: C1(COC([NH:11][CH2:12][CH2:13][C:14]2[S:15][C:16]([CH2:19][CH2:20][NH:21]C(OCC3C=CC=CC=3)=O)=[CH:17][CH:18]=2)=O)C=CC=CC=1. Product: [NH2:11][CH2:12][CH2:13][C:14]1[S:15][C:16]([CH2:19][CH2:20][NH2:21])=[CH:17][CH:18]=1. The catalyst class is: 45.